This data is from Full USPTO retrosynthesis dataset with 1.9M reactions from patents (1976-2016). The task is: Predict the reactants needed to synthesize the given product. (1) Given the product [C:22]([O:21][C:19](=[O:20])[NH:7][CH2:6][C:5]1[CH:8]=[CH:9][C:2]([Br:1])=[CH:3][C:4]=1[CH2:10][CH3:11])([CH3:25])([CH3:24])[CH3:23], predict the reactants needed to synthesize it. The reactants are: [Br:1][C:2]1[CH:9]=[CH:8][C:5]([CH2:6][NH2:7])=[C:4]([CH2:10][CH3:11])[CH:3]=1.C(N(CC)CC)C.[C:19](O[C:19]([O:21][C:22]([CH3:25])([CH3:24])[CH3:23])=[O:20])([O:21][C:22]([CH3:25])([CH3:24])[CH3:23])=[O:20]. (2) Given the product [CH3:1][N:2]1[CH2:7][CH2:6][CH:5]([NH:8][C:10]2[CH:15]=[CH:14][C:13]([N+:16]([O-:18])=[O:17])=[CH:12][CH:11]=2)[CH2:4][CH2:3]1, predict the reactants needed to synthesize it. The reactants are: [CH3:1][N:2]1[CH2:7][CH2:6][CH:5]([NH2:8])[CH2:4][CH2:3]1.F[C:10]1[CH:15]=[CH:14][C:13]([N+:16]([O-:18])=[O:17])=[CH:12][CH:11]=1. (3) Given the product [CH:1]1([C:4]2[C:12]3[C:7](=[CH:8][C:9]([C:13]([O:15][CH3:16])=[O:14])=[CH:10][CH:11]=3)[NH:6][N:5]=2)[CH2:2][CH2:3]1, predict the reactants needed to synthesize it. The reactants are: [CH:1]1([C:4]2[C:12]3[C:7](=[CH:8][C:9]([C:13]([O:15][CH3:16])=[O:14])=[CH:10][CH:11]=3)[N:6](C(OC(C)(C)C)=O)[N:5]=2)[CH2:3][CH2:2]1.C(O)(C(F)(F)F)=O. (4) Given the product [CH3:1][O:2][CH2:3][CH:4]([NH:15][C:11]1[C:10]([NH2:16])=[C:9]([C:6]2[CH:7]=[CH:8][C:3]([O:2][CH3:1])=[CH:4][C:5]=2[CH3:19])[CH:14]=[CH:13][N:12]=1)[CH3:5], predict the reactants needed to synthesize it. The reactants are: [CH3:1][O:2][C:3]1[CH:8]=[CH:7][C:6]([C:9]2[CH:14]=[CH:13][N:12]=[C:11]([NH2:15])[C:10]=2[N+:16]([O-])=O)=[C:5]([CH3:19])[CH:4]=1.[O-]S([O-])(=O)=O.[Na+].[Na+]. (5) Given the product [Br:12][C:13]1[C:14]([C:22]2[N:23]=[CH:24][C:25]([NH:28][C:4](=[O:5])[C:3]3[C:2]([F:1])=[CH:10][CH:9]=[CH:8][C:7]=3[F:11])=[N:26][CH:27]=2)=[CH:15][C:16]2[O:20][CH2:19][O:18][C:17]=2[CH:21]=1, predict the reactants needed to synthesize it. The reactants are: [F:1][C:2]1[CH:10]=[CH:9][CH:8]=[C:7]([F:11])[C:3]=1[C:4](Cl)=[O:5].[Br:12][C:13]1[C:14]([C:22]2[N:23]=[CH:24][C:25]([NH2:28])=[N:26][CH:27]=2)=[CH:15][C:16]2[O:20][CH2:19][O:18][C:17]=2[CH:21]=1.CCN(C(C)C)C(C)C. (6) Given the product [CH3:23][C:2]([CH3:1])([CH3:24])[C:3]#[C:4][C:5]1[S:9][C:8]([C:10]([O:12][CH3:13])=[O:11])=[C:7]([NH:14][C@@H:15]([C@@H:19]([O:21][CH3:22])[CH3:20])[C:16]([N:58]2[CH2:63][CH2:62][O:61][CH2:60][CH2:59]2)=[O:18])[CH:6]=1, predict the reactants needed to synthesize it. The reactants are: [CH3:1][C:2]([CH3:24])([CH3:23])[C:3]#[C:4][C:5]1[S:9][C:8]([C:10]([O:12][CH3:13])=[O:11])=[C:7]([NH:14][C@@H:15]([C@@H:19]([O:21][CH3:22])[CH3:20])[C:16]([OH:18])=O)[CH:6]=1.CN(C(ON1N=NC2C=CC=CC1=2)=[N+](C)C)C.F[P-](F)(F)(F)(F)F.CCN(C(C)C)C(C)C.[NH:58]1[CH2:63][CH2:62][O:61][CH2:60][CH2:59]1. (7) Given the product [CH2:1]([C:3]1[C:7]([C:8]2[CH:13]=[CH:12][CH:11]=[CH:10][N:9]=2)=[C:6]2[NH:14][C:27]([C:23]3[CH:22]=[C:21]4[C:26](=[CH:25][CH:24]=3)[N:18]([CH2:17][O:16][CH3:15])[N:19]=[CH:20]4)=[CH:28][C:29](=[O:30])[N:5]2[N:4]=1)[CH3:2], predict the reactants needed to synthesize it. The reactants are: [CH2:1]([C:3]1[C:7]([C:8]2[CH:13]=[CH:12][CH:11]=[CH:10][N:9]=2)=[C:6]([NH2:14])[NH:5][N:4]=1)[CH3:2].[CH3:15][O:16][CH2:17][N:18]1[C:26]2[C:21](=[CH:22][C:23]([C:27](=O)[CH2:28][C:29](OCC)=[O:30])=[CH:24][CH:25]=2)[CH:20]=[N:19]1. (8) The reactants are: [NH2:1][C:2]1[CH:3]=[C:4]2[C:9](=[C:10]([Cl:12])[CH:11]=1)[N:8]=[CH:7][C:6]([C:13]#[N:14])=[C:5]2[NH:15][C:16]1[CH:21]=[CH:20][C:19]([F:22])=[C:18]([Cl:23])[CH:17]=1.[N:24]1[CH:28]=[C:27]([CH2:29][CH:30]=O)[NH:26][CH:25]=1.[BH3-]C#N.[Na+]. Given the product [Cl:12][C:10]1[CH:11]=[C:2]([NH:1][CH2:30][CH2:29][C:27]2[NH:26][CH:25]=[N:24][CH:28]=2)[CH:3]=[C:4]2[C:9]=1[N:8]=[CH:7][C:6]([C:13]#[N:14])=[C:5]2[NH:15][C:16]1[CH:21]=[CH:20][C:19]([F:22])=[C:18]([Cl:23])[CH:17]=1, predict the reactants needed to synthesize it. (9) Given the product [CH2:1]=[CH2:2].[CH:1]12[CH2:7][CH:4]([CH2:5][CH2:6]1)[C:3]1[C:8]([O:10][C:11](=[O:12])[C:2]2=1)=[O:9], predict the reactants needed to synthesize it. The reactants are: [CH:1]12[CH2:7][CH:4]([CH2:5][CH2:6]1)[C:3]1[C:8]([O:10][C:11](=[O:12])[C:2]2=1)=[O:9].C(OC)(=O)C=C. (10) Given the product [CH:28]1([CH2:27][N:15]([C:16]2[CH:21]=[CH:20][CH:19]=[C:18]([O:22][C:23]([F:24])([F:25])[F:26])[CH:17]=2)[C:13](=[O:14])[NH:12][C:10]2[S:11][C:7]([S:6][CH2:5][C:4]([OH:33])=[O:3])=[CH:8][N:9]=2)[CH2:32][CH2:31][CH2:30][CH2:29]1, predict the reactants needed to synthesize it. The reactants are: C([O:3][C:4](=[O:33])[CH2:5][S:6][C:7]1[S:11][C:10]([NH:12][C:13]([N:15]([CH2:27][CH:28]2[CH2:32][CH2:31][CH2:30][CH2:29]2)[C:16]2[CH:21]=[CH:20][CH:19]=[C:18]([O:22][C:23]([F:26])([F:25])[F:24])[CH:17]=2)=[O:14])=[N:9][CH:8]=1)C.C1(CN(C2C=CC(S(C)(=O)=O)=CC=2)C(=O)NC2SC=C(CC(O)=O)N=2)CCCC1.C1(CNC2C=CC=C(OC(F)(F)F)C=2)CCCC1.C(OC(=O)CSC1SC(N)=NC=1)C.